Dataset: Forward reaction prediction with 1.9M reactions from USPTO patents (1976-2016). Task: Predict the product of the given reaction. (1) The product is: [NH2:1][C:2]1[N:10]=[C:9]([O:11][CH2:12][CH2:13][CH2:14][CH3:15])[N:8]=[C:7]2[C:3]=1[N:4]=[C:5]([O:35][CH3:36])[N:6]2[CH2:16][CH:17]1[CH2:22][CH2:21][N:20]([C:25]([O:27][CH2:28][C:29]2[CH:34]=[CH:33][CH:32]=[CH:31][CH:30]=2)=[O:26])[CH2:19][CH2:18]1. Given the reactants [NH2:1][C:2]1[N:10]=[C:9]([O:11][CH2:12][CH2:13][CH2:14][CH3:15])[N:8]=[C:7]2[C:3]=1[N:4]=[C:5]([O:35][CH3:36])[N:6]2[CH2:16][CH2:17][CH2:18][CH:19]1CC[CH2:22][CH2:21][N:20]1[C:25]([O:27][CH2:28][C:29]1[CH:34]=[CH:33][CH:32]=[CH:31][CH:30]=1)=[O:26].FC(F)(F)C(O)=O.C(OC1N=C2C(N=C(OC)N2)=C(N)N=1)CCC.BrCC1CCN(C(OCC2C=CC=CC=2)=O)CC1, predict the reaction product. (2) Given the reactants Br[C:2]1[CH:7]=[CH:6][CH:5]=[C:4]([N:8]2[C:12]([CH3:13])=[CH:11][CH:10]=[C:9]2[CH3:14])[N:3]=1.[CH2:15]([O:22][C:23]1[C:28]([CH2:29][CH3:30])=[CH:27][C:26](B(O)O)=[C:25]([O:34][CH3:35])[CH:24]=1)[C:16]1[CH:21]=[CH:20][CH:19]=[CH:18][CH:17]=1.C(=O)([O-])[O-].[Na+].[Na+], predict the reaction product. The product is: [CH2:15]([O:22][C:23]1[C:28]([CH2:29][CH3:30])=[CH:27][C:26]([C:2]2[CH:7]=[CH:6][CH:5]=[C:4]([N:8]3[C:12]([CH3:13])=[CH:11][CH:10]=[C:9]3[CH3:14])[N:3]=2)=[C:25]([O:34][CH3:35])[CH:24]=1)[C:16]1[CH:17]=[CH:18][CH:19]=[CH:20][CH:21]=1.